Task: Regression. Given a peptide amino acid sequence and an MHC pseudo amino acid sequence, predict their binding affinity value. This is MHC class I binding data.. Dataset: Peptide-MHC class I binding affinity with 185,985 pairs from IEDB/IMGT (1) The peptide sequence is ILLECFVRSSP. The MHC is H-2-Kb with pseudo-sequence H-2-Kb. The binding affinity (normalized) is 0.144. (2) The peptide sequence is RVRAAMKPI. The MHC is HLA-A26:01 with pseudo-sequence HLA-A26:01. The binding affinity (normalized) is 0.0847. (3) The peptide sequence is HPYVFCALL. The MHC is HLA-A24:03 with pseudo-sequence HLA-A24:03. The binding affinity (normalized) is 0.0847. (4) The peptide sequence is HKNKFMAIL. The MHC is HLA-A02:01 with pseudo-sequence HLA-A02:01. The binding affinity (normalized) is 0. (5) The peptide sequence is PLFDFVNEKY. The MHC is HLA-A11:01 with pseudo-sequence HLA-A11:01. The binding affinity (normalized) is 0. (6) The peptide sequence is ALYLLDGLR. The MHC is HLA-B15:01 with pseudo-sequence HLA-B15:01. The binding affinity (normalized) is 0.0847. (7) The peptide sequence is RYSHWTKL. The MHC is HLA-B37:01 with pseudo-sequence HLA-B37:01. The binding affinity (normalized) is 0.0847.